From a dataset of Reaction yield outcomes from USPTO patents with 853,638 reactions. Predict the reaction yield, written as a fraction of the theoretical maximum amount of product (1.0 means a 100% yield; for example, 0.34 means a 34% yield). (1) The reactants are [CH3:1][N:2]([CH3:21])[C:3]([CH2:19][CH3:20])([CH2:16][CH:17]=[CH2:18])[C:4]([C:6]1[CH:11]=[CH:10][C:9]([NH:12][CH2:13][CH2:14][OH:15])=[CH:8][CH:7]=1)=[O:5].C=O.[C:24]([BH3-])#N.[Na+]. The catalyst is C1COCC1.C(#N)C.O.C(Cl)Cl. The product is [CH3:1][N:2]([CH3:21])[C:3]([CH2:19][CH3:20])([CH2:16][CH:17]=[CH2:18])[C:4]([C:6]1[CH:11]=[CH:10][C:9]([N:12]([CH2:13][CH2:14][OH:15])[CH3:24])=[CH:8][CH:7]=1)=[O:5]. The yield is 0.750. (2) The reactants are [F:1][C:2]1[CH:16]=[CH:15][C:5]2[N:6]=[N:7][N:8]([CH2:11][C:12]([OH:14])=O)[C:9](=[O:10])[C:4]=2[CH:3]=1.[F:17][C:18]([F:30])([F:29])[O:19][C:20]1[CH:25]=[CH:24][C:23]([C@@H:26]([NH2:28])[CH3:27])=[CH:22][CH:21]=1. No catalyst specified. The product is [F:1][C:2]1[CH:16]=[CH:15][C:5]2[N:6]=[N:7][N:8]([CH2:11][C:12]([NH:28][C@H:26]([C:23]3[CH:22]=[CH:21][C:20]([O:19][C:18]([F:17])([F:29])[F:30])=[CH:25][CH:24]=3)[CH3:27])=[O:14])[C:9](=[O:10])[C:4]=2[CH:3]=1. The yield is 0.360. (3) The reactants are [Br:1][C:2]1[CH:21]=[CH:20][C:5]([NH:6][C:7]2[C:16]3[C:11](=[CH:12][C:13]([OH:19])=[C:14]([O:17][CH3:18])[CH:15]=3)[N:10]=[CH:9][N:8]=2)=[C:4]([F:22])[CH:3]=1.Br[CH2:24][CH2:25][CH2:26][Cl:27].C(=O)([O-])[O-].[K+].[K+]. The catalyst is CN(C=O)C.O. The product is [Br:1][C:2]1[CH:21]=[CH:20][C:5]([NH:6][C:7]2[C:16]3[C:11](=[CH:12][C:13]([O:19][CH2:24][CH2:25][CH2:26][Cl:27])=[C:14]([O:17][CH3:18])[CH:15]=3)[N:10]=[CH:9][N:8]=2)=[C:4]([F:22])[CH:3]=1. The yield is 0.340. (4) The catalyst is C(O)C. The reactants are [CH3:1][O:2][C:3]1[CH:8]=[CH:7][C:6]([SH:9])=[CH:5][CH:4]=1.C(N(CC)CC)C.O1CCCC1.Br[CH2:23][C:24]([O:26][CH2:27][CH3:28])=[O:25]. The yield is 0.920. The product is [CH3:1][O:2][C:3]1[CH:8]=[CH:7][C:6]([S:9][CH2:23][C:24]([O:26][CH2:27][CH3:28])=[O:25])=[CH:5][CH:4]=1. (5) The reactants are [OH:1][N:2]([C:10]1([CH3:27])[C:14](=[O:15])[N:13]([CH3:16])[N:12]=[C:11]1[C:17]1[CH:22]=[CH:21][C:20]([S:23]([CH3:26])(=[O:25])=[O:24])=[CH:19][CH:18]=1)[C:3](=[O:9])[O:4][C:5]([CH3:8])([CH3:7])[CH3:6].C(N(CC)CC)C.[C:35](Cl)(=[O:37])[CH3:36]. The catalyst is C(Cl)Cl. The product is [C:35]([O:1][N:2]([C:3]([O:4][C:5]([CH3:7])([CH3:8])[CH3:6])=[O:9])[C:10]1([CH3:27])[C:14](=[O:15])[N:13]([CH3:16])[N:12]=[C:11]1[C:17]1[CH:18]=[CH:19][C:20]([S:23]([CH3:26])(=[O:25])=[O:24])=[CH:21][CH:22]=1)(=[O:37])[CH3:36]. The yield is 0.390. (6) The reactants are [Br:1][C:2]1[CH:26]=[CH:25][C:5]([CH2:6][NH:7][C:8](=[O:24])[C:9]2[CH:14]=[C:13]([N:15]3[CH2:20][CH2:19][O:18][CH2:17][CH2:16]3)[C:12]([F:21])=[CH:11][C:10]=2[O:22]C)=[C:4]([F:27])[CH:3]=1.Br.CC(O)=O. No catalyst specified. The product is [Br:1][C:2]1[CH:26]=[CH:25][C:5]([CH2:6][NH:7][C:8](=[O:24])[C:9]2[CH:14]=[C:13]([N:15]3[CH2:16][CH2:17][O:18][CH2:19][CH2:20]3)[C:12]([F:21])=[CH:11][C:10]=2[OH:22])=[C:4]([F:27])[CH:3]=1. The yield is 0.880. (7) The reactants are [NH2:1][C:2]1[CH:3]=[C:4]([C:8]2[C:16]3[C:11](=[CH:12][CH:13]=[C:14]([C:17]([NH2:19])=[O:18])[CH:15]=3)[N:10](C3CCCCO3)[N:9]=2)[CH:5]=[CH:6][CH:7]=1.[F:26][C:27]1[CH:32]=[CH:31][CH:30]=[CH:29][C:28]=1[CH2:33][C:34](O)=[O:35].CCN=C=NCCCN(C)C. No catalyst specified. The product is [F:26][C:27]1[CH:32]=[CH:31][CH:30]=[CH:29][C:28]=1[CH2:33][C:34]([NH:1][C:2]1[CH:3]=[C:4]([C:8]2[C:16]3[C:11](=[CH:12][CH:13]=[C:14]([C:17]([NH2:19])=[O:18])[CH:15]=3)[NH:10][N:9]=2)[CH:5]=[CH:6][CH:7]=1)=[O:35]. The yield is 0.120. (8) The reactants are C(NC(C)C)(C)C.[Li]CCCC.[Cl:13][C:14]1[C:23]2[C:18](=[CH:19][CH:20]=[CH:21][C:22]=2[C:24]2[CH:29]=[CH:28][CH:27]=[CH:26][CH:25]=2)[CH:17]=[C:16]([Cl:30])[N:15]=1.[I:31]I. The catalyst is C1COCC1. The product is [Cl:13][C:14]1[C:23]2[C:18](=[CH:19][CH:20]=[CH:21][C:22]=2[C:24]2[CH:29]=[CH:28][CH:27]=[CH:26][CH:25]=2)[C:17]([I:31])=[C:16]([Cl:30])[N:15]=1. The yield is 0.580.